Dataset: CYP3A4 substrate classification data from Carbon-Mangels et al.. Task: Regression/Classification. Given a drug SMILES string, predict its absorption, distribution, metabolism, or excretion properties. Task type varies by dataset: regression for continuous measurements (e.g., permeability, clearance, half-life) or binary classification for categorical outcomes (e.g., BBB penetration, CYP inhibition). Dataset: cyp3a4_substrate_carbonmangels. (1) The compound is c1ccc2cc(COC3CCNCC3)ccc2c1. The result is 0 (non-substrate). (2) The drug is CC[C@H]1OC(=O)[C@H](C)[C@@H](O[C@H]2C[C@@](C)(OC)[C@@H](O)[C@H](C)O2)[C@H](C)[C@@H](O[C@@H]2O[C@H](C)C[C@H](N(C)C)[C@H]2O)[C@](C)(O)C[C@@H](C)C(=O)[C@H](C)[C@@H](O)[C@]1(C)O. The result is 1 (substrate). (3) The compound is CCCN1CCCC[C@H]1C(=O)Nc1c(C)cccc1C. The result is 1 (substrate). (4) The molecule is O=C(NCCN1CCOCC1)c1ccc(Cl)cc1. The result is 0 (non-substrate). (5) The molecule is CCn1cc(C(=O)O)c(=O)c2cc(F)c(N3CCNCC3)nc21. The result is 0 (non-substrate). (6) The molecule is CCC1=C[C@@H]2CN(C1)Cc1c([nH]c3ccccc13)[C@@](C(=O)OC)(c1cc3c(cc1OC)N(C)[C@H]1[C@@](O)(C(=O)OC)[C@H](OC(C)=O)[C@]4(CC)C=CCN5CC[C@]31[C@@H]54)C2. The result is 1 (substrate). (7) The result is 1 (substrate). The molecule is COc1cc(N[C@@H](C)CCCN)c2ncccc2c1. (8) The result is 1 (substrate). The drug is CC[C@]1(O)C[C@H]2CN(CCc3c([nH]c4ccccc34)[C@@](C(=O)OC)(c3cc4c(cc3OC)N(C)[C@H]3[C@@](O)(C(N)=O)[C@H](O)[C@]5(CC)C=CCN6CC[C@]43[C@@H]65)C2)C1.